From a dataset of Forward reaction prediction with 1.9M reactions from USPTO patents (1976-2016). Predict the product of the given reaction. Given the reactants [Cl:1][C:2]1[CH:3]=[CH:4][C:5]([C:28]#[N:29])=[C:6]([C:8]2[C:13]([O:14][CH3:15])=[CH:12][N:11]([CH:16]([CH2:24][C:25]#[CH:26])[C:17]([O:19]C(C)(C)C)=[O:18])[C:10](=[O:27])[CH:9]=2)[CH:7]=1.C(O)(C(F)(F)F)=O, predict the reaction product. The product is: [Cl:1][C:2]1[CH:3]=[CH:4][C:5]([C:28]#[N:29])=[C:6]([C:8]2[C:13]([O:14][CH3:15])=[CH:12][N:11]([CH:16]([CH2:24][C:25]#[CH:26])[C:17]([OH:19])=[O:18])[C:10](=[O:27])[CH:9]=2)[CH:7]=1.